From a dataset of Reaction yield outcomes from USPTO patents with 853,638 reactions. Predict the reaction yield, written as a fraction of the theoretical maximum amount of product (1.0 means a 100% yield; for example, 0.34 means a 34% yield). (1) The reactants are [CH3:1][C:2]1[CH:7]=[CH:6][C:5]([S:8]([N:11]2[CH:15]=[CH:14][C:13]([C:16](=O)[CH2:17][C:18](=O)[C:19]([O:21][CH2:22][CH3:23])=[O:20])=[N:12]2)(=[O:10])=[O:9])=[CH:4][CH:3]=1.[NH:26]([C:28]1[CH:29]=[CH:30][C:31]([O:34][CH3:35])=[N:32][CH:33]=1)[NH2:27].C(OCC)(=O)C.C(=O)(O)[O-].[Na+]. The catalyst is C(O)C. The product is [CH3:35][O:34][C:31]1[N:32]=[CH:33][C:28]([N:26]2[C:16]([C:13]3[CH:14]=[CH:15][N:11]([S:8]([C:5]4[CH:6]=[CH:7][C:2]([CH3:1])=[CH:3][CH:4]=4)(=[O:10])=[O:9])[N:12]=3)=[CH:17][C:18]([C:19]([O:21][CH2:22][CH3:23])=[O:20])=[N:27]2)=[CH:29][CH:30]=1. The yield is 0.390. (2) The reactants are Cl.Cl.[O:3]1[C:9]2[CH:10]=[CH:11][C:12]([C:14]3[CH:15]=[CH:16][C:17]4[N:21]=[C:20]([NH:22][C:23](=[O:26])[O:24][CH3:25])[NH:19][C:18]=4[CH:27]=3)=[CH:13][C:8]=2[CH2:7][NH:6][CH2:5][CH2:4]1.CN(C=O)C.CCN(C(C)C)C(C)C.[F:42][CH2:43][CH:44]1[CH2:49][CH2:48][N:47]([C:50](Cl)=[O:51])[CH2:46][CH2:45]1. The catalyst is ClCCl. The product is [F:42][CH2:43][CH:44]1[CH2:49][CH2:48][N:47]([C:50]([N:6]2[CH2:7][C:8]3[CH:13]=[C:12]([C:14]4[CH:15]=[CH:16][C:17]5[N:21]=[C:20]([NH:22][C:23](=[O:26])[O:24][CH3:25])[NH:19][C:18]=5[CH:27]=4)[CH:11]=[CH:10][C:9]=3[O:3][CH2:4][CH2:5]2)=[O:51])[CH2:46][CH2:45]1. The yield is 0.660. (3) The reactants are [Cl-].O[NH3+:3].[C:4](=[O:7])([O-])[OH:5].[Na+].CS(C)=O.[CH2:13]([C:17]1[N:18]=[C:19]([CH:45]2[CH2:47][CH2:46]2)[N:20]([C:39]2[CH:44]=[CH:43][CH:42]=[CH:41][CH:40]=2)[C:21](=[O:38])[C:22]=1[CH2:23][C:24]1[CH:29]=[CH:28][C:27]([C:30]2[C:31]([C:36]#[N:37])=[CH:32][CH:33]=[CH:34][CH:35]=2)=[CH:26][CH:25]=1)[CH2:14][CH2:15][CH3:16]. The catalyst is C(OCC)(=O)C. The product is [CH2:13]([C:17]1[N:18]=[C:19]([CH:45]2[CH2:46][CH2:47]2)[N:20]([C:39]2[CH:44]=[CH:43][CH:42]=[CH:41][CH:40]=2)[C:21](=[O:38])[C:22]=1[CH2:23][C:24]1[CH:29]=[CH:28][C:27]([C:30]2[CH:35]=[CH:34][CH:33]=[CH:32][C:31]=2[C:36]2[NH:3][C:4](=[O:7])[O:5][N:37]=2)=[CH:26][CH:25]=1)[CH2:14][CH2:15][CH3:16]. The yield is 0.780. (4) The reactants are [NH2:1][C:2]1[N:6]([C:7]2[CH:8]=[C:9]([CH:16]=[CH:17][C:18]=2[CH3:19])[C:10]([NH:12][CH:13]2[CH2:15][CH2:14]2)=[O:11])[N:5]=[CH:4][C:3]=1[C:20](=[O:29])[C:21]1[CH:26]=[CH:25][CH:24]=[C:23]([CH:27]=O)[CH:22]=1.[CH3:30][N:31]1[CH2:36][CH2:35][NH:34][CH2:33][CH2:32]1.CC(O)=O.[OH-].[Na+]. The catalyst is ClCCl.ClCCCl. The product is [NH2:1][C:2]1[N:6]([C:7]2[CH:8]=[C:9]([CH:16]=[CH:17][C:18]=2[CH3:19])[C:10]([NH:12][CH:13]2[CH2:14][CH2:15]2)=[O:11])[N:5]=[CH:4][C:3]=1[C:20](=[O:29])[C:21]1[CH:26]=[CH:25][CH:24]=[C:23]([CH2:27][N:34]2[CH2:35][CH2:36][N:31]([CH3:30])[CH2:32][CH2:33]2)[CH:22]=1. The yield is 0.670.